From a dataset of HIV replication inhibition screening data with 41,000+ compounds from the AIDS Antiviral Screen. Binary Classification. Given a drug SMILES string, predict its activity (active/inactive) in a high-throughput screening assay against a specified biological target. (1) The result is 0 (inactive). The compound is O=C(NCCCCN1CCCCCC1)C1c2ccccc2-c2ccccc21. (2) The result is 1 (active). The molecule is O=C(c1ccccc1F)c1c(NCc2ccccc2)c(=O)c1=O.